Dataset: Catalyst prediction with 721,799 reactions and 888 catalyst types from USPTO. Task: Predict which catalyst facilitates the given reaction. (1) Reactant: O[Li].[OH2:3].OO.[Cl:6][C:7]1[CH:12]=[CH:11][C:10]([CH:13]([CH:22]=[O:23])[CH2:14][N:15]([CH:19]([CH3:21])[CH3:20])[C:16](=[O:18])[O-:17])=[CH:9][CH:8]=1.[O-]S([O-])=O.[Na+].[Na+]. The catalyst class is: 90. Product: [C:10]([O:18][C:16]([N:15]([CH:19]([CH3:21])[CH3:20])[CH2:14][C@H:13]([C:10]1[CH:11]=[CH:12][C:7]([Cl:6])=[CH:8][CH:9]=1)[C:22]([OH:3])=[O:23])=[O:17])([CH3:13])([CH3:11])[CH3:9]. (2) Reactant: N1C=CC=CC=1.[CH2:7]([N:11]1[CH:16]=[CH:15][C:14]([OH:17])=[C:13]([Cl:18])[C:12]1=[O:19])[CH2:8][CH2:9][CH3:10].[F:20][C:21]([F:34])([F:33])[S:22](O[S:22]([C:21]([F:34])([F:33])[F:20])(=[O:24])=[O:23])(=[O:24])=[O:23]. Product: [CH2:7]([N:11]1[CH:16]=[CH:15][C:14]([O:17][S:22]([C:21]([F:34])([F:33])[F:20])(=[O:24])=[O:23])=[C:13]([Cl:18])[C:12]1=[O:19])[CH2:8][CH2:9][CH3:10]. The catalyst class is: 2.